From a dataset of Reaction yield outcomes from USPTO patents with 853,638 reactions. Predict the reaction yield, written as a fraction of the theoretical maximum amount of product (1.0 means a 100% yield; for example, 0.34 means a 34% yield). (1) The yield is 0.950. The reactants are C([N:9]1[CH2:22][CH2:21][C:20]2[C:19]3[C:18]([C:23]4[CH:28]=[CH:27][CH:26]=[CH:25][C:24]=4[F:29])=[CH:17][CH:16]=[CH:15][C:14]=3[NH:13][C:12]=2[CH2:11][CH2:10]1)(=O)C1C=CC=CC=1.[OH-].[K+].C(O)CO.[NH4+].[OH-]. The product is [F:29][C:24]1[CH:25]=[CH:26][CH:27]=[CH:28][C:23]=1[C:18]1[C:19]2[C:20]3[CH2:21][CH2:22][NH:9][CH2:10][CH2:11][C:12]=3[NH:13][C:14]=2[CH:15]=[CH:16][CH:17]=1. The catalyst is O.CO.C(Cl)(Cl)Cl. (2) The reactants are [CH3:1][S:2]([N:5]1[CH2:10][CH2:9][C:8](=[O:11])[CH2:7][CH2:6]1)(=[O:4])=[O:3].[C-:12]#[N:13].[K+]. The catalyst is C(O)(=O)C. The product is [OH:11][C:8]1([C:12]#[N:13])[CH2:7][CH2:6][N:5]([S:2]([CH3:1])(=[O:4])=[O:3])[CH2:10][CH2:9]1. The yield is 0.460. (3) The reactants are [CH:1]([O:3][CH2:4][CH3:5])=[CH2:2].[Li]C(C)(C)C.[Br:11][C:12]1[CH:13]=[C:14]2[C:18](=[CH:19][CH:20]=1)[CH2:17][C:16]1([CH2:25][CH2:24][CH:23]([O:26][CH3:27])[CH2:22][CH2:21]1)[C:15]2=[N:28][S:29]([C:31]([CH3:34])([CH3:33])[CH3:32])=[O:30]. The catalyst is C1COCC1. The product is [Br:11][C:12]1[CH:13]=[C:14]2[C:18]([CH2:17][C:16]3([CH2:21][CH2:22][CH:23]([O:26][CH3:27])[CH2:24][CH2:25]3)[C:15]2([NH:28][S:29]([C:31]([CH3:34])([CH3:33])[CH3:32])=[O:30])[C:1]([O:3][CH2:4][CH3:5])=[CH2:2])=[CH:19][CH:20]=1. The yield is 0.890. (4) The reactants are ClCCCO[C:6]1[CH:14]=[CH:13][C:12]2[N:11]3[CH2:15][CH2:16][NH:17][C:18](=[O:19])[C:10]3=[CH:9][C:8]=2[CH:7]=1.[CH3:20][C@@H:21]1[CH2:25][CH2:24][CH2:23][NH:22]1. No catalyst specified. The product is [CH3:20][C@@H:21]1[CH2:25][CH2:24][CH2:23][N:22]1[CH2:9][CH2:10][CH2:18][O:19][N:17]1[CH2:16][CH2:15][N:11]2[C:12]3[CH:13]=[CH:14][CH:6]=[CH:7][C:8]=3[CH:9]=[C:10]2[C:18]1=[O:19]. The yield is 0.160.